Task: Predict the product of the given reaction.. Dataset: Forward reaction prediction with 1.9M reactions from USPTO patents (1976-2016) (1) Given the reactants Cl[C:2]1[CH:7]=[N:6][CH:5]=[C:4]([Cl:8])[N:3]=1.[NH2:9][C:10]1[CH:18]=[CH:17][C:13]([C:14]([OH:16])=[O:15])=[CH:12][C:11]=1[O:19][CH3:20].CC([O-])(C)C.[Na+], predict the reaction product. The product is: [Cl:8][C:4]1[N:3]=[C:2]([NH:9][C:10]2[CH:18]=[CH:17][C:13]([C:14]([OH:16])=[O:15])=[CH:12][C:11]=2[O:19][CH3:20])[CH:7]=[N:6][CH:5]=1. (2) Given the reactants C[Si]([C:5]#[C:6][C:7]1[C:15]2[CH:14]=[N:13][CH:12]=[N:11][C:10]=2[NH:9][CH:8]=1)(C)C.C(=O)([O-])[O-].[K+].[K+], predict the reaction product. The product is: [C:6]([C:7]1[C:15]2[CH:14]=[N:13][CH:12]=[N:11][C:10]=2[NH:9][CH:8]=1)#[CH:5]. (3) Given the reactants [F:1][C:2]1[CH:7]=[CH:6][C:5]([N:8]2[CH2:13][CH2:12][NH:11][C@H:10]([CH3:14])[CH2:9]2)=[CH:4][CH:3]=1.Cl[CH:16]([C:18]1[N:30]=[C:29]2[N:20]([C:21]([NH:33][CH2:34][C:35]3[CH:40]=[CH:39][C:38]([O:41][CH3:42])=[CH:37][C:36]=3[O:43][CH3:44])=[N:22][C:23]3[C:24]([O:31][CH3:32])=[CH:25][CH:26]=[CH:27][C:28]=32)[N:19]=1)[CH3:17].[I-].[K+].C(N(C(C)C)CC)(C)C, predict the reaction product. The product is: [CH3:44][O:43][C:36]1[CH:37]=[C:38]([O:41][CH3:42])[CH:39]=[CH:40][C:35]=1[CH2:34][NH:33][C:21]1[N:20]2[N:19]=[C:18]([CH:16]([N:11]3[CH2:12][CH2:13][N:8]([C:5]4[CH:4]=[CH:3][C:2]([F:1])=[CH:7][CH:6]=4)[CH2:9][C@H:10]3[CH3:14])[CH3:17])[N:30]=[C:29]2[C:28]2[CH:27]=[CH:26][CH:25]=[C:24]([O:31][CH3:32])[C:23]=2[N:22]=1. (4) Given the reactants [CH3:1][O:2][C:3](=[O:20])[CH2:4][C:5]1[C:14]([CH3:15])=[C:13]([C:16](Cl)=[O:17])[C:12]2[C:7](=[CH:8][CH:9]=[C:10]([F:19])[CH:11]=2)[CH:6]=1.[C:21]([O:25][C:26]([N:28]1[CH2:33][CH2:32][NH:31][CH2:30][CH2:29]1)=[O:27])([CH3:24])([CH3:23])[CH3:22].C(N(CC)CC)C, predict the reaction product. The product is: [C:21]([O:25][C:26]([N:28]1[CH2:33][CH2:32][N:31]([C:16]([C:13]2[C:12]3[C:7](=[CH:8][CH:9]=[C:10]([F:19])[CH:11]=3)[CH:6]=[C:5]([CH2:4][C:3]([O:2][CH3:1])=[O:20])[C:14]=2[CH3:15])=[O:17])[CH2:30][CH2:29]1)=[O:27])([CH3:24])([CH3:22])[CH3:23]. (5) Given the reactants I[C:2]1[C:10]2[C:9]([N:11]3[CH2:16][CH2:15][O:14][CH2:13][CH2:12]3)=[N:8][CH:7]=[N:6][C:5]=2[N:4]([CH2:17][O:18][CH2:19][CH2:20][Si:21]([CH3:24])([CH3:23])[CH3:22])[CH:3]=1.[CH3:25][C:26]1([CH3:33])[C:30]([CH3:32])([CH3:31])[O:29][BH:28][O:27]1.C(N(CC)CC)C.C1(P(C2CCCCC2)C2C=CC=CC=2C2C(C(C)C)=CC(C(C)C)=CC=2C(C)C)CCCCC1, predict the reaction product. The product is: [N:11]1([C:9]2[C:10]3[C:2]([B:28]4[O:29][C:30]([CH3:32])([CH3:31])[C:26]([CH3:33])([CH3:25])[O:27]4)=[CH:3][N:4]([CH2:17][O:18][CH2:19][CH2:20][Si:21]([CH3:24])([CH3:23])[CH3:22])[C:5]=3[N:6]=[CH:7][N:8]=2)[CH2:16][CH2:15][O:14][CH2:13][CH2:12]1. (6) Given the reactants [C:1]([O:8][CH3:9])(=[O:7])[CH2:2][C:3]([O:5][CH3:6])=[O:4].[H-].[Na+].Cl[C:13]1[C:18]([C:19]([O:21][CH3:22])=[O:20])=[CH:17][CH:16]=[CH:15][C:14]=1[N+:23]([O-:25])=[O:24], predict the reaction product. The product is: [CH3:22][O:21][C:19]([C:18]1[CH:17]=[CH:16][CH:15]=[C:14]([N+:23]([O-:25])=[O:24])[C:13]=1[CH:2]([C:1]([O:8][CH3:9])=[O:7])[C:3]([O:5][CH3:6])=[O:4])=[O:20].